This data is from Merck oncology drug combination screen with 23,052 pairs across 39 cell lines. The task is: Regression. Given two drug SMILES strings and cell line genomic features, predict the synergy score measuring deviation from expected non-interaction effect. (1) Drug 1: CC1(c2nc3c(C(N)=O)cccc3[nH]2)CCCN1. Synergy scores: synergy=-13.8. Cell line: SW837. Drug 2: CCC1(O)C(=O)OCc2c1cc1n(c2=O)Cc2cc3c(CN(C)C)c(O)ccc3nc2-1. (2) Drug 2: Cn1c(=O)n(-c2ccc(C(C)(C)C#N)cc2)c2c3cc(-c4cnc5ccccc5c4)ccc3ncc21. Synergy scores: synergy=31.5. Drug 1: N#Cc1ccc(Cn2cncc2CN2CCN(c3cccc(Cl)c3)C(=O)C2)cc1. Cell line: HCT116. (3) Drug 1: CC(C)CC(NC(=O)C(Cc1ccccc1)NC(=O)c1cnccn1)B(O)O. Drug 2: COC1=C2CC(C)CC(OC)C(O)C(C)C=C(C)C(OC(N)=O)C(OC)C=CC=C(C)C(=O)NC(=CC1=O)C2=O. Cell line: KPL1. Synergy scores: synergy=-13.4.